This data is from Full USPTO retrosynthesis dataset with 1.9M reactions from patents (1976-2016). The task is: Predict the reactants needed to synthesize the given product. (1) Given the product [CH2:30]([O:29][C:27](=[O:28])[CH2:26][C:23]1[CH:22]=[CH:21][C:20]([O:19][CH2:18][CH2:17][CH:6]([C:7]([O:9][CH2:10][CH3:11])=[O:8])[C:5]([O:13][CH2:14][CH3:15])=[O:12])=[CH:25][CH:24]=1)[CH3:31], predict the reactants needed to synthesize it. The reactants are: CC[O-].[Na+].[C:5]([O:13][CH2:14][CH3:15])(=[O:12])[CH2:6][C:7]([O:9][CH2:10][CH3:11])=[O:8].Br[CH2:17][CH2:18][O:19][C:20]1[CH:25]=[CH:24][C:23]([CH2:26][C:27]([O:29][CH2:30][CH3:31])=[O:28])=[CH:22][CH:21]=1. (2) Given the product [OH:1][CH:2]1[CH2:7][CH2:6][N:5]([C:8]([O:10][C:11]([CH3:12])([CH3:13])[CH3:14])=[O:9])[CH2:4][CH:3]1[C:15]([O:17][CH3:18])=[O:16], predict the reactants needed to synthesize it. The reactants are: [O:1]=[C:2]1[CH2:7][CH2:6][N:5]([C:8]([O:10][C:11]([CH3:14])([CH3:13])[CH3:12])=[O:9])[CH2:4][CH:3]1[C:15]([O:17][CH3:18])=[O:16].[BH4-].[Na+]. (3) Given the product [Cl:1][C:2]1[C:6]([S:7](=[O:17])(=[O:18])[NH:8][C:9]2([C:13]([F:16])([F:15])[F:14])[CH2:10][CH2:11][CH2:12]2)=[CH:5][N:4]([CH3:19])[C:3]=1[C:20]([NH:28][C:27]1[CH:29]=[CH:30][C:31]([F:32])=[C:25]([F:24])[CH:26]=1)=[O:22], predict the reactants needed to synthesize it. The reactants are: [Cl:1][C:2]1[C:6]([S:7](=[O:18])(=[O:17])[NH:8][C:9]2([C:13]([F:16])([F:15])[F:14])[CH2:12][CH2:11][CH2:10]2)=[CH:5][N:4]([CH3:19])[C:3]=1[C:20]([O:22]C)=O.[F:24][C:25]1[CH:26]=[C:27]([CH:29]=[CH:30][C:31]=1[F:32])[NH2:28].C[Si]([N-][Si](C)(C)C)(C)C.[Li+].